This data is from Full USPTO retrosynthesis dataset with 1.9M reactions from patents (1976-2016). The task is: Predict the reactants needed to synthesize the given product. The reactants are: CN1CCOCC1.[C:8]([O:12][C:13]([NH:15][CH2:16][CH2:17][N:18]([CH2:34][CH2:35][NH:36][C:37]([O:39][C:40]([CH3:43])([CH3:42])[CH3:41])=[O:38])[C:19]([CH2:21][C@H:22]([NH:26][C:27]([O:29][C:30]([CH3:33])([CH3:32])[CH3:31])=[O:28])[C:23]([OH:25])=O)=[O:20])=[O:14])([CH3:11])([CH3:10])[CH3:9].[NH2:44][C@@H:45]([CH2:65][CH2:66][C:67]1[CH:72]=[CH:71][CH:70]=[CH:69][CH:68]=1)[C:46]([N:48]([CH3:64])[CH2:49][CH2:50][NH:51][C:52]([C:54]1[CH:59]=[CH:58][C:57]([C:60]([F:63])([F:62])[F:61])=[CH:56][CH:55]=1)=[O:53])=[O:47]. Given the product [C:40]([O:39][C:37]([NH:36][CH2:35][CH2:34][N:18]([CH2:17][CH2:16][NH:15][C:13]([O:12][C:8]([CH3:9])([CH3:11])[CH3:10])=[O:14])[C:19]([CH2:21][C@H:22]([NH:26][C:27](=[O:28])[O:29][C:30]([CH3:31])([CH3:33])[CH3:32])[C:23](=[O:25])[NH:44][C@H:45]([C:46](=[O:47])[N:48]([CH3:64])[CH2:49][CH2:50][NH:51][C:52]([C:54]1[CH:55]=[CH:56][C:57]([C:60]([F:62])([F:63])[F:61])=[CH:58][CH:59]=1)=[O:53])[CH2:65][CH2:66][C:67]1[CH:72]=[CH:71][CH:70]=[CH:69][CH:68]=1)=[O:20])=[O:38])([CH3:41])([CH3:43])[CH3:42], predict the reactants needed to synthesize it.